Dataset: Catalyst prediction with 721,799 reactions and 888 catalyst types from USPTO. Task: Predict which catalyst facilitates the given reaction. (1) Reactant: [CH2:1]([O:8][C:9]1[CH:16]=[CH:15][C:12]([CH:13]=O)=[CH:11][CH:10]=1)[C:2]1[CH:7]=[CH:6][CH:5]=[CH:4][CH:3]=1.[CH:17]1([NH:22][OH:23])[CH2:21][CH2:20][CH2:19][CH2:18]1. Product: [CH2:1]([O:8][C:9]1[CH:16]=[CH:15][C:12]([CH:13]=[N+:22]([CH:17]2[CH2:21][CH2:20][CH2:19][CH2:18]2)[O-:23])=[CH:11][CH:10]=1)[C:2]1[CH:7]=[CH:6][CH:5]=[CH:4][CH:3]=1. The catalyst class is: 22. (2) Reactant: C(OC(=O)[NH:7][CH2:8][C:9]1[C:10]([C:23]2[CH:28]=[CH:27][CH:26]=[C:25]([F:29])[CH:24]=2)=[N:11][C:12]2[C:17]([CH:18]=1)=[CH:16][CH:15]=[CH:14][C:13]=2[S:19]([CH3:22])(=[O:21])=[O:20])(C)(C)C.C(O)(C(F)(F)F)=O.Cl[C:39]1[N:47]=[CH:46][N:45]=[C:44]2[C:40]=1[NH:41][CH:42]=[N:43]2.CCN(C(C)C)C(C)C. Product: [F:29][C:25]1[CH:24]=[C:23]([C:10]2[C:9]([CH2:8][NH:7][C:39]3[N:47]=[CH:46][N:45]=[C:44]4[C:40]=3[N:41]=[CH:42][NH:43]4)=[CH:18][C:17]3[C:12](=[C:13]([S:19]([CH3:22])(=[O:20])=[O:21])[CH:14]=[CH:15][CH:16]=3)[N:11]=2)[CH:28]=[CH:27][CH:26]=1. The catalyst class is: 2. (3) Reactant: [CH2:1]([C@H:8]([NH:44][C:45](=[O:51])[O:46][C:47]([CH3:50])([CH3:49])[CH3:48])[C@@H:9]([O:36][Si](C(C)(C)C)(C)C)[CH2:10][C@@H:11]([NH:25][C:26]([O:28][CH2:29][C:30]1[CH:35]=[CH:34][CH:33]=[CH:32][CH:31]=1)=[O:27])[CH2:12][C:13]1[CH:18]=[CH:17][C:16]([C:19]2[CH:20]=[N:21][CH:22]=[CH:23][CH:24]=2)=[CH:15][CH:14]=1)[C:2]1[CH:7]=[CH:6][CH:5]=[CH:4][CH:3]=1.[F-].C([N+](CCCC)(CCCC)CCCC)CCC. Product: [CH2:1]([C@H:8]([NH:44][C:45](=[O:51])[O:46][C:47]([CH3:49])([CH3:48])[CH3:50])[C@@H:9]([OH:36])[CH2:10][C@@H:11]([NH:25][C:26]([O:28][CH2:29][C:30]1[CH:35]=[CH:34][CH:33]=[CH:32][CH:31]=1)=[O:27])[CH2:12][C:13]1[CH:18]=[CH:17][C:16]([C:19]2[CH:20]=[N:21][CH:22]=[CH:23][CH:24]=2)=[CH:15][CH:14]=1)[C:2]1[CH:3]=[CH:4][CH:5]=[CH:6][CH:7]=1. The catalyst class is: 7. (4) Reactant: [F:1][C:2]([F:13])([F:12])[C:3]1[C:8]([C:9]([OH:11])=O)=[CH:7][N:6]=[CH:5][CH:4]=1.[CH3:14][Si:15]([CH3:43])([CH3:42])[CH2:16][CH2:17][O:18][C:19](=[O:41])[C@H:20](CCSC)NC(=O)C1C=CC(N)=CC=1C1C=CC=CC=1.ON1[C:50](=O)[C:49]2[CH:52]=[CH:53][CH:54]=[CH:55][C:48]=2N=N1.CN(C)[CH2:58][CH2:59][CH2:60][N:61]=C=NCC.[CH3:67]N(C=O)C. Product: [CH3:43][Si:15]([CH3:14])([CH3:42])[CH2:16][CH2:17][O:18][C:19](=[O:41])[C:20]1[CH:58]=[CH:59][C:60]([NH:61][C:9]([C:8]2[CH:7]=[N:6][CH:5]=[CH:4][C:3]=2[C:2]([F:1])([F:13])[F:12])=[O:11])=[CH:67][C:50]=1[C:49]1[CH:52]=[CH:53][CH:54]=[CH:55][CH:48]=1. The catalyst class is: 13. (5) Reactant: Br[CH2:2][C:3]1[CH:8]=[CH:7][CH:6]=[C:5]([N+:9]([O-:11])=[O:10])[CH:4]=1.[CH3:12][S:13]([O-:15])=[O:14].[Na+]. Product: [CH3:12][S:13]([CH2:2][C:3]1[CH:8]=[CH:7][CH:6]=[C:5]([N+:9]([O-:11])=[O:10])[CH:4]=1)(=[O:15])=[O:14]. The catalyst class is: 8.